Dataset: Full USPTO retrosynthesis dataset with 1.9M reactions from patents (1976-2016). Task: Predict the reactants needed to synthesize the given product. (1) Given the product [CH2:9]([O:16][C:17]1[CH:18]=[C:19]2[C:20]([C:21]([OH:23])=[C:7]([C:6]#[N:8])[CH:30]=[N:29]2)=[CH:25][C:26]=1[O:27][CH3:28])[C:10]1[CH:11]=[CH:12][CH:13]=[CH:14][CH:15]=1, predict the reactants needed to synthesize it. The reactants are: [Li]CCCC.[C:6](#[N:8])[CH3:7].[CH2:9]([O:16][C:17]1[C:26]([O:27][CH3:28])=[CH:25][C:20]([C:21]([O:23]C)=O)=[C:19]([N:29]=[CH:30]N(C)C)[CH:18]=1)[C:10]1[CH:15]=[CH:14][CH:13]=[CH:12][CH:11]=1.C(O)(=O)C. (2) Given the product [O:1]([CH2:2][C@H:3]1[CH2:7][CH2:6][CH2:5][N:4]1[C:8]([O:10][C:11]([CH3:14])([CH3:13])[CH3:12])=[O:9])[C:15]1[CH:20]=[CH:19][CH:18]=[CH:17][CH:16]=1, predict the reactants needed to synthesize it. The reactants are: [OH:1][CH2:2][C@H:3]1[CH2:7][CH2:6][CH2:5][N:4]1[C:8]([O:10][C:11]([CH3:14])([CH3:13])[CH3:12])=[O:9].[C:15]1(O)[CH:20]=[CH:19][CH:18]=[CH:17][CH:16]=1.C1(P(C2C=CC=CC=2)C2C=CC=CC=2)C=CC=CC=1.N(C(OC(C)C)=O)=NC(OC(C)C)=O. (3) Given the product [F:19][C:16]1[CH:17]=[CH:18][C:13]([O:12][CH:10]2[CH2:11][N:8]([C:4]3[N:3]=[C:2]([NH:86][C:22]4[CH:23]=[C:24]([CH:29]=[CH:30][CH:21]=4)[C:25]([NH:27][CH3:28])=[O:26])[CH:7]=[CH:6][CH:5]=3)[CH2:9]2)=[CH:14][CH:15]=1, predict the reactants needed to synthesize it. The reactants are: Cl[C:2]1[CH:7]=[CH:6][CH:5]=[C:4]([N:8]2[CH2:11][CH:10]([O:12][C:13]3[CH:18]=[CH:17][C:16]([F:19])=[CH:15][CH:14]=3)[CH2:9]2)[N:3]=1.N[C:21]1[CH:30]=[CH:29][C:24]([C:25]([NH:27][CH3:28])=[O:26])=[CH:23][CH:22]=1.C(=O)([O-])[O-].[Cs+].[Cs+].C1C=CC(P(C2C(C3C(P(C4C=CC=CC=4)C4C=CC=CC=4)=CC=C4C=3C=CC=C4)=C3C(C=CC=C3)=CC=2)C2C=CC=CC=2)=CC=1.CC([N:86](C)C)=O.